From a dataset of Full USPTO retrosynthesis dataset with 1.9M reactions from patents (1976-2016). Predict the reactants needed to synthesize the given product. Given the product [CH3:41][O:42][C:15]1[CH:26]=[N+:30]([O-:31])[C:11]2[C:10]([CH:9]=1)=[CH:5][CH:4]=[CH:3][C:12]=2[O:13][CH3:14], predict the reactants needed to synthesize it. The reactants are: CO[C:3]1[CH:4]=[C:5]2[C:10](=[CH:11][C:12]=1[O:13][CH3:14])[C:9]([CH3:15])=NC=C2.COC1C([N+]([O-])=O)=C2C(=[C:26]([N+:30]([O-])=[O:31])C=1OC)C(C)=NC=C2.ClC1C=C(C=CC=1)[C:41](OO)=[O:42].